Predict the reactants needed to synthesize the given product. From a dataset of Full USPTO retrosynthesis dataset with 1.9M reactions from patents (1976-2016). Given the product [S:1]1[C:5]2[CH:6]=[CH:7][CH:8]=[CH:9][C:4]=2[CH:3]=[C:2]1[CH2:10][C:11]1[CH:12]=[CH:13][C:14]([N:56]([CH3:60])[CH3:57])=[C:15]([C@@H:17]2[O:46][C@H:45]([CH2:47][O:48][CH2:49][C:50]3[CH:51]=[CH:52][CH:53]=[CH:54][CH:55]=3)[C@@H:36]([O:37][CH2:38][C:39]3[CH:40]=[CH:41][CH:42]=[CH:43][CH:44]=3)[C@H:27]([O:28][CH2:29][C:30]3[CH:35]=[CH:34][CH:33]=[CH:32][CH:31]=3)[C@H:18]2[O:19][CH2:20][C:21]2[CH:22]=[CH:23][CH:24]=[CH:25][CH:26]=2)[CH:16]=1, predict the reactants needed to synthesize it. The reactants are: [S:1]1[C:5]2[CH:6]=[CH:7][CH:8]=[CH:9][C:4]=2[CH:3]=[C:2]1[CH2:10][C:11]1[CH:12]=[CH:13][C:14]([NH:56][CH3:57])=[C:15]([C@@H:17]2[O:46][C@H:45]([CH2:47][O:48][CH2:49][C:50]3[CH:55]=[CH:54][CH:53]=[CH:52][CH:51]=3)[C@@H:36]([O:37][CH2:38][C:39]3[CH:44]=[CH:43][CH:42]=[CH:41][CH:40]=3)[C@H:27]([O:28][CH2:29][C:30]3[CH:35]=[CH:34][CH:33]=[CH:32][CH:31]=3)[C@H:18]2[O:19][CH2:20][C:21]2[CH:26]=[CH:25][CH:24]=[CH:23][CH:22]=2)[CH:16]=1.C=O.[C:60](O)(=O)C.C(=O)([O-])O.[Na+].